Dataset: Catalyst prediction with 721,799 reactions and 888 catalyst types from USPTO. Task: Predict which catalyst facilitates the given reaction. (1) Reactant: FC(F)(F)C(O)=O.[CH3:8][O:9][C:10](=[O:30])[CH2:11][C:12]1[C:21]([CH3:22])=[C:20]([CH:23]2[CH2:28][CH2:27][NH:26][CH2:25][CH2:24]2)[C:19]2[C:14](=[CH:15][CH:16]=[C:17]([F:29])[CH:18]=2)[CH:13]=1.C(N(CC)C(C)C)(C)C.[CH3:40][O:41][C:42]1[CH:47]=[CH:46][CH:45]=[CH:44][C:43]=1[S:48](Cl)(=[O:50])=[O:49]. Product: [CH3:8][O:9][C:10](=[O:30])[CH2:11][C:12]1[C:21]([CH3:22])=[C:20]([CH:23]2[CH2:24][CH2:25][N:26]([S:48]([C:43]3[CH:44]=[CH:45][CH:46]=[CH:47][C:42]=3[O:41][CH3:40])(=[O:50])=[O:49])[CH2:27][CH2:28]2)[C:19]2[C:14](=[CH:15][CH:16]=[C:17]([F:29])[CH:18]=2)[CH:13]=1. The catalyst class is: 2. (2) Reactant: C(OC([NH:8][CH:9]1[CH2:18][C:17]2[C:12](=[CH:13][C:14]([C:19]3[CH:20]=[CH:21][N:22]4[C:27]([C:28]=3[CH3:29])=[C:26]([CH:30]3[CH2:32][CH2:31]3)[CH:25]=[C:24]([C:33]([OH:35])=[O:34])[C:23]4=[O:36])=[CH:15][CH:16]=2)[NH:11][C:10]1=[O:37])=O)(C)(C)C.[ClH:38].O1CCOCC1. The catalyst class is: 10. Product: [ClH:38].[NH2:8][CH:9]1[CH2:18][C:17]2[C:12](=[CH:13][C:14]([C:19]3[CH:20]=[CH:21][N:22]4[C:27]([C:28]=3[CH3:29])=[C:26]([CH:30]3[CH2:31][CH2:32]3)[CH:25]=[C:24]([C:33]([OH:35])=[O:34])[C:23]4=[O:36])=[CH:15][CH:16]=2)[NH:11][C:10]1=[O:37]. (3) Reactant: [CH:1]1([C:4]2[S:5][CH:6]=[C:7]([NH:9][C:10](=[O:34])[NH:11][C:12]3[N:17]=[C:16]([O:18][CH2:19][CH2:20][CH:21]4[CH2:26][CH2:25][N:24](C(OC(C)(C)C)=O)[CH2:23][CH2:22]4)[CH:15]=[CH:14][CH:13]=3)[N:8]=2)[CH2:3][CH2:2]1.C(O)(C(F)(F)F)=O. Product: [CH:1]1([C:4]2[S:5][CH:6]=[C:7]([NH:9][C:10]([NH:11][C:12]3[CH:13]=[CH:14][CH:15]=[C:16]([O:18][CH2:19][CH2:20][CH:21]4[CH2:22][CH2:23][NH:24][CH2:25][CH2:26]4)[N:17]=3)=[O:34])[N:8]=2)[CH2:3][CH2:2]1. The catalyst class is: 2. (4) Reactant: [F:1][C:2]1[C:10]([F:11])=[C:9]([CH3:12])[CH:8]=[CH:7][C:3]=1[C:4]([OH:6])=[O:5].[Si](C=[N+]=[N-])(C)(C)[CH3:14].CCCCCC. Product: [CH3:14][O:5][C:4](=[O:6])[C:3]1[CH:7]=[CH:8][C:9]([CH3:12])=[C:10]([F:11])[C:2]=1[F:1]. The catalyst class is: 61.